This data is from Reaction yield outcomes from USPTO patents with 853,638 reactions. The task is: Predict the reaction yield, written as a fraction of the theoretical maximum amount of product (1.0 means a 100% yield; for example, 0.34 means a 34% yield). (1) The reactants are [H-].[Al+3].[Li+].[H-].[H-].[H-].C([O:9][C:10](=O)[CH2:11][N:12]1[C:20]2[C@@:19]3([CH3:24])[C:21]([CH3:23])([CH3:22])[C@H:16]([CH2:17][CH2:18]3)[C:15]=2[C:14](=[O:25])[N:13]1[C:26]1[CH:31]=[CH:30][C:29]([F:32])=[CH:28][C:27]=1[F:33])C.O.[OH-].[Na+]. The catalyst is O1CCCC1. The product is [F:33][C:27]1[CH:28]=[C:29]([F:32])[CH:30]=[CH:31][C:26]=1[N:13]1[C:14](=[O:25])[C:15]2[C@@H:16]3[C:21]([CH3:22])([CH3:23])[C@@:19]([CH3:24])([CH2:18][CH2:17]3)[C:20]=2[N:12]1[CH2:11][CH2:10][OH:9]. The yield is 0.160. (2) The reactants are [CH2:1]([N:4]([CH2:12][CH:13]=[CH2:14])[C:5]1[CH:10]=[CH:9][CH:8]=[C:7]([Br:11])[CH:6]=1)[CH:2]=[CH2:3].CN([CH:18]=[O:19])C.P(Cl)(Cl)(Cl)=O.[OH-].[Na+].[BH4-].[Na+]. The catalyst is C1(C)C=CC=CC=1.C(O)C. The product is [CH2:12]([N:4]([CH2:1][CH:2]=[CH2:3])[C:5]1[CH:10]=[CH:9][C:8]([CH2:18][OH:19])=[C:7]([Br:11])[CH:6]=1)[CH:13]=[CH2:14]. The yield is 0.850. (3) The reactants are [CH3:1][C:2]1[CH:6]=[C:5]([CH3:7])[N:4]([CH2:8][CH2:9][OH:10])[N:3]=1.[N+:11]([C:14]1[CH:21]=[CH:20][CH:19]=[C:18]([N+]([O-])=O)[C:15]=1[C:16]#[N:17])([O-:13])=[O:12]. No catalyst specified. The product is [CH3:1][C:2]1[CH:6]=[C:5]([CH3:7])[N:4]([CH2:8][CH2:9][O:10][C:18]2[CH:19]=[CH:20][CH:21]=[C:14]([N+:11]([O-:13])=[O:12])[C:15]=2[C:16]#[N:17])[N:3]=1. The yield is 0.907. (4) The reactants are [O-]P([O-])([O-])=O.[K+].[K+].[K+].[CH2:9]([O:11][C:12]([C:14]1[NH:15][C:16]2[C:21]([CH:22]=1)=[CH:20][C:19]([O:23][CH2:24][C:25]1[CH:30]=[CH:29][CH:28]=[CH:27][CH:26]=1)=[CH:18][CH:17]=2)=[O:13])[CH3:10].[CH:31]([O:34][C:35]1[CH:40]=[CH:39][C:38](Br)=[CH:37][CH:36]=1)([CH3:33])[CH3:32].CNCCNC.[NH4+].[Cl-]. The catalyst is C1(C)C=CC=CC=1.[Cu]I. The product is [CH2:9]([O:11][C:12]([C:14]1[N:15]([C:38]2[CH:39]=[CH:40][C:35]([O:34][CH:31]([CH3:33])[CH3:32])=[CH:36][CH:37]=2)[C:16]2[C:21]([CH:22]=1)=[CH:20][C:19]([O:23][CH2:24][C:25]1[CH:30]=[CH:29][CH:28]=[CH:27][CH:26]=1)=[CH:18][CH:17]=2)=[O:13])[CH3:10]. The yield is 0.860.